This data is from Reaction yield outcomes from USPTO patents with 853,638 reactions. The task is: Predict the reaction yield, written as a fraction of the theoretical maximum amount of product (1.0 means a 100% yield; for example, 0.34 means a 34% yield). (1) The reactants are FC(F)(F)C(O)=O.[Cl:8][C:9]1[CH:10]=[CH:11][C:12]([NH:25][C:26]([CH:28]2[CH2:33][CH2:32][NH:31][CH2:30][CH2:29]2)=[O:27])=[C:13]([CH:24]=1)[C:14]([NH:16][C:17]1[CH:22]=[CH:21][C:20]([Cl:23])=[CH:19][N:18]=1)=[O:15].C(N(CC)CC)C.Br[CH:42]([C:44]1[CH:49]=[CH:48][CH:47]=[CH:46][CH:45]=1)[CH3:43].N. The catalyst is CN(C)C=O.CO. The product is [ClH:8].[Cl:8][C:9]1[CH:10]=[CH:11][C:12]([NH:25][C:26]([CH:28]2[CH2:29][CH2:30][N:31]([CH:42]([C:44]3[CH:49]=[CH:48][CH:47]=[CH:46][CH:45]=3)[CH3:43])[CH2:32][CH2:33]2)=[O:27])=[C:13]([CH:24]=1)[C:14]([NH:16][C:17]1[CH:22]=[CH:21][C:20]([Cl:23])=[CH:19][N:18]=1)=[O:15]. The yield is 0.440. (2) The reactants are C[O:2][C:3](=[O:36])[C:4]1[CH:9]=[CH:8][C:7]([O:10][CH2:11][CH2:12][C:13]2[N:14]=[C:15]([NH:18][C:19]([NH:21][C:22]3[CH:27]=[CH:26][C:25]([CH3:28])=[CH:24][C:23]=3[C:29]([CH:31]3[CH2:35][CH2:34][CH2:33][CH2:32]3)=[O:30])=[O:20])[S:16][CH:17]=2)=[CH:6][CH:5]=1. The catalyst is [Li+].[OH-]. The product is [CH:31]1([C:29]([C:23]2[CH:24]=[C:25]([CH3:28])[CH:26]=[CH:27][C:22]=2[NH:21][C:19](=[O:20])[NH:18][C:15]2[S:16][CH:17]=[C:13]([CH2:12][CH2:11][O:10][C:7]3[CH:6]=[CH:5][C:4]([C:3]([OH:36])=[O:2])=[CH:9][CH:8]=3)[N:14]=2)=[O:30])[CH2:35][CH2:34][CH2:33][CH2:32]1. The yield is 0.960. (3) The reactants are [N+:1]([C:4]1[CH:9]=[CH:8][C:7]([N:10]2[CH:14]=[C:13]([C:15]([O:17][CH2:18][CH3:19])=[O:16])[N:12]=[C:11]2[S:20][C:21]2[CH:26]=[CH:25][C:24]([N+:27]([O-])=O)=[CH:23][CH:22]=2)=[CH:6][CH:5]=1)([O-])=O.[Cl-].[Ca+2].[Cl-].O. The catalyst is C(O)C.[Fe]. The product is [NH2:1][C:4]1[CH:9]=[CH:8][C:7]([N:10]2[CH:14]=[C:13]([C:15]([O:17][CH2:18][CH3:19])=[O:16])[N:12]=[C:11]2[S:20][C:21]2[CH:22]=[CH:23][C:24]([NH2:27])=[CH:25][CH:26]=2)=[CH:6][CH:5]=1. The yield is 0.780. (4) The reactants are [H-].[H-].[H-].[H-].[Li+].[Al+3].[CH3:7][N:8]([CH:19]1[CH2:24][CH2:23][CH2:22][CH2:21][O:20]1)[C:9]1[S:10][C:11]([C:14](OCC)=[O:15])=[CH:12][N:13]=1. The catalyst is C1COCC1. The product is [CH3:7][N:8]([CH:19]1[CH2:24][CH2:23][CH2:22][CH2:21][O:20]1)[C:9]1[S:10][C:11]([CH2:14][OH:15])=[CH:12][N:13]=1. The yield is 0.930. (5) The reactants are CN(C(ON1N=NC2C=CC=NC1=2)=[N+](C)C)C.F[P-](F)(F)(F)(F)F.[NH2:25][CH2:26][C:27]1[C:28]([F:44])=[C:29]([O:34][C:35]2[CH:36]=[C:37]([CH:40]=[C:41]([Cl:43])[CH:42]=2)[C:38]#[N:39])[C:30]([Cl:33])=[CH:31][CH:32]=1.[OH:45][CH2:46][CH2:47][O:48][C:49]1[CH:50]=[C:51]2[C:55](=[CH:56][CH:57]=1)[NH:54][C:53]([C:58](O)=[O:59])=[CH:52]2.CCN(C(C)C)C(C)C. The catalyst is O.CCOC(C)=O.CN(C=O)C. The product is [Cl:33][C:30]1[CH:31]=[CH:32][C:27]([CH2:26][NH:25][C:58]([C:53]2[NH:54][C:55]3[C:51]([CH:52]=2)=[CH:50][C:49]([O:48][CH2:47][CH2:46][OH:45])=[CH:57][CH:56]=3)=[O:59])=[C:28]([F:44])[C:29]=1[O:34][C:35]1[CH:36]=[C:37]([C:38]#[N:39])[CH:40]=[C:41]([Cl:43])[CH:42]=1. The yield is 0.370. (6) The reactants are [CH2:1]([NH:3][C:4](=[O:43])[NH:5][C:6]1[N:11]=[CH:10][C:9]([C:12]2[CH:13]=[C:14]3[C:19](=[N:20][CH:21]=2)[N:18]([C@@H:22]2[CH2:27][CH2:26][CH2:25][NH:24][CH2:23]2)[CH:17]=[C:16]([C:28]([O:30][CH2:31][CH3:32])=[O:29])[C:15]3=[O:33])=[C:8]([C:34]2[S:35][CH:36]=[C:37]([C:39]([F:42])([F:41])[F:40])[N:38]=2)[CH:7]=1)[CH3:2].FC(F)(F)C(O)=O.[O:51]1[CH2:56][CH2:55][N:54]([CH2:57][CH:58]=O)[CH2:53][CH2:52]1.CCN(C(C)C)C(C)C.C(O[BH-](OC(=O)C)OC(=O)C)(=O)C.[Na+]. The catalyst is C1COCC1. The product is [CH2:1]([NH:3][C:4](=[O:43])[NH:5][C:6]1[N:11]=[CH:10][C:9]([C:12]2[CH:13]=[C:14]3[C:19](=[N:20][CH:21]=2)[N:18]([C@@H:22]2[CH2:27][CH2:26][CH2:25][N:24]([CH2:58][CH2:57][N:54]4[CH2:55][CH2:56][O:51][CH2:52][CH2:53]4)[CH2:23]2)[CH:17]=[C:16]([C:28]([O:30][CH2:31][CH3:32])=[O:29])[C:15]3=[O:33])=[C:8]([C:34]2[S:35][CH:36]=[C:37]([C:39]([F:40])([F:42])[F:41])[N:38]=2)[CH:7]=1)[CH3:2]. The yield is 0.440. (7) The reactants are [NH2:1][C:2]1[CH:3]=[C:4]([CH:21]=[CH:22][C:23]=1[Cl:24])[O:5][C:6]1[N:11]=[C:10]2[S:12][C:13]([NH:15][C:16]([CH:18]3[CH2:20][CH2:19]3)=[O:17])=[N:14][C:9]2=[CH:8][CH:7]=1.[Cl:25][C:26]1[CH:31]=[CH:30][C:29]([N:32]=[C:33]=[O:34])=[CH:28][C:27]=1[C:35]([F:38])([F:37])[F:36]. The catalyst is CN(C)C=O.C(OCC)(=O)C. The product is [Cl:24][C:23]1[CH:22]=[CH:21][C:4]([O:5][C:6]2[N:11]=[C:10]3[S:12][C:13]([NH:15][C:16]([CH:18]4[CH2:20][CH2:19]4)=[O:17])=[N:14][C:9]3=[CH:8][CH:7]=2)=[CH:3][C:2]=1[NH:1][C:33](=[O:34])[NH:32][C:29]1[CH:30]=[CH:31][C:26]([Cl:25])=[C:27]([C:35]([F:36])([F:37])[F:38])[CH:28]=1. The yield is 0.330. (8) The yield is 0.120. The catalyst is C(Cl)(Cl)Cl. The reactants are CO[C:3]1[CH:11]=[CH:10][CH:9]=[C:8](OC)[C:4]=1[C:5](Cl)=[O:6].C[NH:15]CCC#CC1C=CC=CN=1.CCN(C(C)C)C(C)C. The product is [C:5]([NH2:15])(=[O:6])[C:4]1[CH:8]=[CH:9][CH:10]=[CH:11][CH:3]=1.